Dataset: Reaction yield outcomes from USPTO patents with 853,638 reactions. Task: Predict the reaction yield, written as a fraction of the theoretical maximum amount of product (1.0 means a 100% yield; for example, 0.34 means a 34% yield). The reactants are [CH3:1][C:2]1[CH:3]=[C:4]([C:10]2[CH:11]=[CH:12][C:13]3[N:14]=[CH:15][NH:16][C:17](=O)[C:18]=3[N:19]=2)[CH:5]=[CH:6][C:7]=1[O:8][CH3:9].P(Cl)(Cl)([Cl:23])=O.N1C(C)=CC=CC=1C. The yield is 0.740. The catalyst is C1(C)C=CC=CC=1. The product is [Cl:23][C:17]1[C:18]2[N:19]=[C:10]([C:4]3[CH:5]=[CH:6][C:7]([O:8][CH3:9])=[C:2]([CH3:1])[CH:3]=3)[CH:11]=[CH:12][C:13]=2[N:14]=[CH:15][N:16]=1.